Dataset: NCI-60 drug combinations with 297,098 pairs across 59 cell lines. Task: Regression. Given two drug SMILES strings and cell line genomic features, predict the synergy score measuring deviation from expected non-interaction effect. (1) Drug 1: CCC1=CC2CC(C3=C(CN(C2)C1)C4=CC=CC=C4N3)(C5=C(C=C6C(=C5)C78CCN9C7C(C=CC9)(C(C(C8N6C)(C(=O)OC)O)OC(=O)C)CC)OC)C(=O)OC.C(C(C(=O)O)O)(C(=O)O)O. Drug 2: C1CCC(C(C1)N)N.C(=O)(C(=O)[O-])[O-].[Pt+4]. Cell line: SR. Synergy scores: CSS=73.5, Synergy_ZIP=-2.60, Synergy_Bliss=-3.52, Synergy_Loewe=-4.79, Synergy_HSA=-1.11. (2) Cell line: K-562. Drug 1: CCC(=C(C1=CC=CC=C1)C2=CC=C(C=C2)OCCN(C)C)C3=CC=CC=C3.C(C(=O)O)C(CC(=O)O)(C(=O)O)O. Drug 2: C1CC(=O)NC(=O)C1N2C(=O)C3=CC=CC=C3C2=O. Synergy scores: CSS=3.34, Synergy_ZIP=-5.88, Synergy_Bliss=-12.9, Synergy_Loewe=-6.52, Synergy_HSA=-8.68.